Predict the product of the given reaction. From a dataset of Forward reaction prediction with 1.9M reactions from USPTO patents (1976-2016). (1) Given the reactants [BrH:1].S(=O)(=O)(O)O.[F:7][C:8]([F:22])([F:21])[C:9]1[CH:14]=[CH:13][CH:12]=[C:11]([C:15]([F:18])([F:17])[F:16])[C:10]=1[CH2:19]O, predict the reaction product. The product is: [Br:1][CH2:19][C:10]1[C:9]([C:8]([F:22])([F:21])[F:7])=[CH:14][CH:13]=[CH:12][C:11]=1[C:15]([F:18])([F:17])[F:16]. (2) Given the reactants [S:1]1[C:9]2[CH:8]=[C:7]([CH2:10][OH:11])[N:6]=[CH:5][C:4]=2[O:3][CH2:2]1, predict the reaction product. The product is: [S:1]1[C:9]2[CH:8]=[C:7]([CH:10]=[O:11])[N:6]=[CH:5][C:4]=2[O:3][CH2:2]1. (3) Given the reactants [CH2:1]([N:4]=[C:5]=[O:6])[CH2:2][CH3:3].[NH:7]1[CH2:12][CH2:11][CH:10]([C:13]2[O:17][N:16]=[C:15]([C:18]3[CH:23]=[CH:22][N:21]=[CH:20][CH:19]=3)[N:14]=2)[CH2:9][CH2:8]1, predict the reaction product. The product is: [CH2:1]([NH:4][C:5]([N:7]1[CH2:12][CH2:11][CH:10]([C:13]2[O:17][N:16]=[C:15]([C:18]3[CH:23]=[CH:22][N:21]=[CH:20][CH:19]=3)[N:14]=2)[CH2:9][CH2:8]1)=[O:6])[CH2:2][CH3:3]. (4) Given the reactants [OH-].[Na+].CO.[CH3:5][O:6][C@@H:7]([CH2:12][C:13]1[CH:18]=[CH:17][C:16]([O:19][CH3:20])=[CH:15][CH:14]=1)[C:8]([O:10]C)=[O:9], predict the reaction product. The product is: [CH3:5][O:6][C@@H:7]([CH2:12][C:13]1[CH:14]=[CH:15][C:16]([O:19][CH3:20])=[CH:17][CH:18]=1)[C:8]([OH:10])=[O:9]. (5) The product is: [CH2:48]1[C:49]2[C:54](=[CH:53][CH:52]=[CH:51][CH:50]=2)[CH2:55][CH2:56][N:47]1[CH2:46][CH:45]([OH:57])[CH2:44][NH:43][C:16](=[O:18])[C:15]1[CH:19]=[CH:20][CH:21]=[C:13]([CH:10]2[CH2:11][CH2:12][N:8]([CH3:6])[CH2:9]2)[CH:14]=1. Given the reactants C(O[C:6]([N:8]1[CH2:12][CH2:11][CH:10]([C:13]2[CH:14]=[C:15]([CH:19]=[CH:20][CH:21]=2)[C:16]([OH:18])=O)[CH2:9]1)=O)(C)(C)C.C1C=CC2N(O)N=NC=2C=1.CCN=C=NCCCN(C)C.[NH2:43][CH2:44][CH:45]([OH:57])[CH2:46][N:47]1[CH2:56][CH2:55][C:54]2[C:49](=[CH:50][CH:51]=[CH:52][CH:53]=2)[CH2:48]1, predict the reaction product. (6) The product is: [CH2:10]([NH:9][C:30]([C:28]1[CH:27]=[CH:26][CH:25]=[C:24]([Br:23])[N:29]=1)=[O:32])[CH3:11]. Given the reactants CN(C(O[N:9]1N=N[C:11]2C=CC=C[C:10]1=2)=[N+](C)C)C.[B-](F)(F)(F)F.[Br:23][C:24]1[N:29]=[C:28]([C:30]([OH:32])=O)[CH:27]=[CH:26][CH:25]=1.C(N)C.CCN(C(C)C)C(C)C, predict the reaction product.